This data is from Full USPTO retrosynthesis dataset with 1.9M reactions from patents (1976-2016). The task is: Predict the reactants needed to synthesize the given product. The reactants are: I[C:2]1[N:3]=[C:4]([CH3:15])[N:5]([C:7]2[CH:12]=[N:11][N:10]([CH3:13])[C:9](=[O:14])[CH:8]=2)[CH:6]=1.C1(P(C2C=CC=CC=2)C2C=CC=CC=2)C=CC=CC=1.C(N(CC)CC)C.[Cl:42][C:43]1[CH:48]=[CH:47][CH:46]=[C:45]([C:49]#[CH:50])[CH:44]=1. Given the product [Cl:42][C:43]1[CH:44]=[C:45]([C:49]#[C:50][C:2]2[N:3]=[C:4]([CH3:15])[N:5]([C:7]3[CH:12]=[N:11][N:10]([CH3:13])[C:9](=[O:14])[CH:8]=3)[CH:6]=2)[CH:46]=[CH:47][CH:48]=1, predict the reactants needed to synthesize it.